Dataset: Blood-brain barrier penetration binary classification data from Martins et al.. Task: Regression/Classification. Given a drug SMILES string, predict its absorption, distribution, metabolism, or excretion properties. Task type varies by dataset: regression for continuous measurements (e.g., permeability, clearance, half-life) or binary classification for categorical outcomes (e.g., BBB penetration, CYP inhibition). Dataset: bbb_martins. (1) The compound is CCc1nc(N)nc(N)c1-c1ccc(Cl)cc1. The result is 1 (penetrates BBB). (2) The compound is Cc1cc(C(=O)NNCc2ccccc2)no1. The result is 1 (penetrates BBB). (3) The compound is CN1CC2c3ccccc3Oc3ccc(Cl)cc3C2C1. The result is 1 (penetrates BBB).